This data is from Catalyst prediction with 721,799 reactions and 888 catalyst types from USPTO. The task is: Predict which catalyst facilitates the given reaction. (1) Reactant: [NH:1]1[C:9]2[C:4](=[CH:5][CH:6]=[CH:7][CH:8]=2)[C:3]([CH2:10][C@H:11]2[N:28]([CH3:29])[C:27](=[O:30])[C@H:26]([CH3:31])[NH:25][C:24](=[O:32])[CH2:23][CH2:22][C:21]([CH3:33])=[CH:20][CH2:19][CH2:18][O:17][C:16](=[O:34])[CH2:15][C@H:14]([C:35]3[CH:40]=[CH:39][C:38]([O:41][Si:42]([C:45]([CH3:48])([CH3:47])[CH3:46])([CH3:44])[CH3:43])=[C:37](Cl)[CH:36]=3)[NH:13][C:12]2=[O:50])=[CH:2]1.[Si](OC1C=CC([C@@H]2NC(=O)[C@@H](CC3C4C(=CC=CC=4)NC=3Cl)N(C)C(=O)[C@H](C)NC(=O)CCC(C)=CCCOC(=O)C2)=CC=1Cl)(C(C)(C)C)(C)C.N1C2C(=CC=CC=2)C(C[C@H](C(=O)N[C@@H](C2C=CC(O[Si](C(C)(C)C)(C)C)=C([Br:158])C=2)CC(=O)OCC/C=C(\C)/CCC(O)=O)N(C)C(=O)[C@H](C)NC(=O)OC(C)(C)C)=C1.FC(F)(F)C(O)=O.CCN(C(C)C)C(C)C.C(P1(=O)OP(CCC)(=O)OP(CCC)(=O)O1)CC. Product: [NH:1]1[C:9]2[C:4](=[CH:5][CH:6]=[CH:7][CH:8]=2)[C:3]([CH2:10][C@H:11]2[N:28]([CH3:29])[C:27](=[O:30])[C@H:26]([CH3:31])[NH:25][C:24](=[O:32])[CH2:23][CH2:22][C:21]([CH3:33])=[CH:20][CH2:19][CH2:18][O:17][C:16](=[O:34])[CH2:15][C@H:14]([C:35]3[CH:40]=[CH:39][C:38]([O:41][Si:42]([C:45]([CH3:48])([CH3:47])[CH3:46])([CH3:44])[CH3:43])=[C:37]([Br:158])[CH:36]=3)[NH:13][C:12]2=[O:50])=[CH:2]1. The catalyst class is: 13. (2) Reactant: [OH:1][C:2]1[CH:7]=[CH:6][C:5]([P:8](=[O:21])([C:15]2[CH:20]=[CH:19][CH:18]=[CH:17][CH:16]=2)[C:9]2[CH:14]=[CH:13][CH:12]=[CH:11][CH:10]=2)=[CH:4][CH:3]=1.[H-].[Li+:23]. Product: [C:9]1([P:8]([C:5]2[CH:6]=[CH:7][C:2]([O-:1])=[CH:3][CH:4]=2)([C:15]2[CH:20]=[CH:19][CH:18]=[CH:17][CH:16]=2)=[O:21])[CH:14]=[CH:13][CH:12]=[CH:11][CH:10]=1.[Li+:23]. The catalyst class is: 2. (3) Reactant: [F:1][C:2]1[CH:3]=[C:4]([N+:9]([O-:11])=[O:10])[CH:5]=[CH:6][C:7]=1F.C(N(CC)CC)C.[S:19]1[CH2:25][CH2:24][CH2:23][NH:22][CH2:21][CH2:20]1. Product: [F:1][C:2]1[CH:3]=[C:4]([N+:9]([O-:11])=[O:10])[CH:5]=[CH:6][C:7]=1[N:22]1[CH2:23][CH2:24][CH2:25][S:19][CH2:20][CH2:21]1. The catalyst class is: 10. (4) Reactant: [CH3:1][CH:2]([CH2:6][C:7]1[CH:12]=[CH:11][C:10]([O:13][CH3:14])=[CH:9][CH:8]=1)[C:3]([OH:5])=O. Product: [CH3:14][O:13][C:10]1[CH:11]=[C:12]2[C:7]([CH2:6][CH:2]([CH3:1])[C:3]2=[O:5])=[CH:8][CH:9]=1. The catalyst class is: 6. (5) Reactant: [Cl:1][C:2]1[CH:3]=[CH:4][C:5]([O:38][CH:39]([F:41])[F:40])=[C:6]([C:8]2[C:12]([NH:13][C:14]([C:16]3[CH:17]=[N:18][N:19]4[CH:24]=[CH:23][CH:22]=[N:21][C:20]=34)=[O:15])=[CH:11][N:10]([CH2:25][C:26]([N:28]3[CH2:37][CH2:36][C:31]4(OCC[O:32]4)[CH2:30][CH2:29]3)=[O:27])[N:9]=2)[CH:7]=1.Cl.C([O-])([O-])=O.[Na+].[Na+]. Product: [Cl:1][C:2]1[CH:3]=[CH:4][C:5]([O:38][CH:39]([F:40])[F:41])=[C:6]([C:8]2[C:12]([NH:13][C:14]([C:16]3[CH:17]=[N:18][N:19]4[CH:24]=[CH:23][CH:22]=[N:21][C:20]=34)=[O:15])=[CH:11][N:10]([CH2:25][C:26](=[O:27])[N:28]3[CH2:29][CH2:30][C:31](=[O:32])[CH2:36][CH2:37]3)[N:9]=2)[CH:7]=1. The catalyst class is: 872. (6) Reactant: [CH3:1][S:2]([C:5]1[CH:10]=[C:9]([C:11]2[CH:16]=[CH:15][N:14]=[CH:13][CH:12]=2)[CH:8]=[CH:7][C:6]=1[NH2:17])(=[O:4])=[O:3].[F:18][C:19]1[CH:32]=[CH:31][C:22]2[S:23][C:24]([S:27](Cl)(=[O:29])=[O:28])=[C:25]([CH3:26])[C:21]=2[CH:20]=1.[H-].[Na+]. Product: [CH3:1][S:2]([C:5]1[CH:10]=[C:9]([C:11]2[CH:12]=[CH:13][N:14]=[CH:15][CH:16]=2)[CH:8]=[CH:7][C:6]=1[NH:17][S:27]([C:24]1[S:23][C:22]2[CH:31]=[CH:32][C:19]([F:18])=[CH:20][C:21]=2[C:25]=1[CH3:26])(=[O:29])=[O:28])(=[O:4])=[O:3]. The catalyst class is: 7. (7) Reactant: C[O:2][C:3]([C:5]1[O:6][C:7]2[CH:13]=[CH:12][C:11]([NH:14][C:15]([C:17]3[C:18]([C:23]4[CH:28]=[CH:27][C:26]([C:29]([F:32])([F:31])[F:30])=[CH:25][CH:24]=4)=[CH:19][CH:20]=[CH:21][CH:22]=3)=[O:16])=[CH:10][C:8]=2[CH:9]=1)=[O:4].[Li+].[OH-]. Product: [F:32][C:29]([F:30])([F:31])[C:26]1[CH:25]=[CH:24][C:23]([C:18]2[C:17]([C:15]([NH:14][C:11]3[CH:12]=[CH:13][C:7]4[O:6][C:5]([C:3]([OH:4])=[O:2])=[CH:9][C:8]=4[CH:10]=3)=[O:16])=[CH:22][CH:21]=[CH:20][CH:19]=2)=[CH:28][CH:27]=1. The catalyst class is: 87. (8) Reactant: [CH3:1][C:2]1([CH3:20])[O:6][C@@H:5]([CH2:7][O:8][N:9]2C(=O)C3C(=CC=CC=3)C2=O)[CH2:4][O:3]1.O.NN. Product: [CH3:1][C:2]1([CH3:20])[O:6][C@@H:5]([CH2:7][O:8][NH2:9])[CH2:4][O:3]1. The catalyst class is: 2.